Dataset: NCI-60 drug combinations with 297,098 pairs across 59 cell lines. Task: Regression. Given two drug SMILES strings and cell line genomic features, predict the synergy score measuring deviation from expected non-interaction effect. (1) Drug 1: CC12CCC3C(C1CCC2=O)CC(=C)C4=CC(=O)C=CC34C. Drug 2: CC1C(C(=O)NC(C(=O)N2CCCC2C(=O)N(CC(=O)N(C(C(=O)O1)C(C)C)C)C)C(C)C)NC(=O)C3=C4C(=C(C=C3)C)OC5=C(C(=O)C(=C(C5=N4)C(=O)NC6C(OC(=O)C(N(C(=O)CN(C(=O)C7CCCN7C(=O)C(NC6=O)C(C)C)C)C)C(C)C)C)N)C. Cell line: NCIH23. Synergy scores: CSS=51.7, Synergy_ZIP=1.48, Synergy_Bliss=0.311, Synergy_Loewe=0.936, Synergy_HSA=0.317. (2) Drug 1: CC(C1=C(C=CC(=C1Cl)F)Cl)OC2=C(N=CC(=C2)C3=CN(N=C3)C4CCNCC4)N. Drug 2: CCCS(=O)(=O)NC1=C(C(=C(C=C1)F)C(=O)C2=CNC3=C2C=C(C=N3)C4=CC=C(C=C4)Cl)F. Cell line: RPMI-8226. Synergy scores: CSS=-3.01, Synergy_ZIP=4.63, Synergy_Bliss=7.68, Synergy_Loewe=-7.13, Synergy_HSA=-3.69. (3) Synergy scores: CSS=0.975, Synergy_ZIP=-1.58, Synergy_Bliss=-3.48, Synergy_Loewe=-2.91, Synergy_HSA=-2.99. Drug 1: CC(C)(C#N)C1=CC(=CC(=C1)CN2C=NC=N2)C(C)(C)C#N. Drug 2: CC(C)NC(=O)C1=CC=C(C=C1)CNNC.Cl. Cell line: CCRF-CEM. (4) Drug 1: CC1=CC2C(CCC3(C2CCC3(C(=O)C)OC(=O)C)C)C4(C1=CC(=O)CC4)C. Drug 2: CS(=O)(=O)CCNCC1=CC=C(O1)C2=CC3=C(C=C2)N=CN=C3NC4=CC(=C(C=C4)OCC5=CC(=CC=C5)F)Cl. Cell line: PC-3. Synergy scores: CSS=-0.966, Synergy_ZIP=0.0267, Synergy_Bliss=-2.69, Synergy_Loewe=-1.32, Synergy_HSA=-5.79. (5) Drug 1: C1CCN(CC1)CCOC2=CC=C(C=C2)C(=O)C3=C(SC4=C3C=CC(=C4)O)C5=CC=C(C=C5)O. Drug 2: CC1C(C(CC(O1)OC2CC(CC3=C2C(=C4C(=C3O)C(=O)C5=C(C4=O)C(=CC=C5)OC)O)(C(=O)C)O)N)O.Cl. Cell line: A549. Synergy scores: CSS=42.4, Synergy_ZIP=0.305, Synergy_Bliss=-1.68, Synergy_Loewe=-10.9, Synergy_HSA=-1.23. (6) Drug 1: CS(=O)(=O)C1=CC(=C(C=C1)C(=O)NC2=CC(=C(C=C2)Cl)C3=CC=CC=N3)Cl. Drug 2: C1=CC(=CC=C1C#N)C(C2=CC=C(C=C2)C#N)N3C=NC=N3. Cell line: PC-3. Synergy scores: CSS=-1.95, Synergy_ZIP=1.21, Synergy_Bliss=-0.814, Synergy_Loewe=-1.95, Synergy_HSA=-2.08.